Dataset: Catalyst prediction with 721,799 reactions and 888 catalyst types from USPTO. Task: Predict which catalyst facilitates the given reaction. (1) Reactant: C(OC([NH:8][CH:9]1[CH2:14][CH2:13][N:12]([C:15]([N:17]2[CH2:21][CH2:20][CH2:19][CH2:18]2)=[O:16])[CH2:11][CH2:10]1)=O)(C)(C)C.FC(F)(F)C(O)=O. Product: [N:17]1([C:15]([N:12]2[CH2:11][CH2:10][CH:9]([NH2:8])[CH2:14][CH2:13]2)=[O:16])[CH2:21][CH2:20][CH2:19][CH2:18]1. The catalyst class is: 4. (2) Reactant: CC(OI1(OC(C)=O)(OC(C)=O)OC(=O)C2C=CC=CC1=2)=O.[Br:23][C:24]1[CH:25]=[CH:26][C:27]2[N:28]([CH2:38][CH:39]([OH:48])[CH2:40][O:41][C:42]3[CH:47]=[CH:46][CH:45]=[CH:44][CH:43]=3)[C:29]3[C:34]([C:35]=2[CH:36]=1)=[CH:33][C:32]([Br:37])=[CH:31][CH:30]=3. Product: [Br:23][C:24]1[CH:25]=[CH:26][C:27]2[N:28]([CH2:38][C:39](=[O:48])[CH2:40][O:41][C:42]3[CH:43]=[CH:44][CH:45]=[CH:46][CH:47]=3)[C:29]3[C:34]([C:35]=2[CH:36]=1)=[CH:33][C:32]([Br:37])=[CH:31][CH:30]=3. The catalyst class is: 317. (3) Reactant: Cl[C:2]1[C:11]2[C:6](=[CH:7][C:8]([F:13])=[CH:9][C:10]=2[F:12])[N:5]=[C:4]([C:14]2[CH:19]=[CH:18][CH:17]=[CH:16][C:15]=2[S:20]([CH3:23])(=[O:22])=[O:21])[C:3]=1[CH3:24].[CH3:25][O:26][C:27]1[N:32]=[CH:31][C:30]([C:33]2[C:38]([NH2:39])=[CH:37][C:36]([N:40]3[CH2:45][CH2:44][O:43][CH2:42][CH2:41]3)=[CH:35][N:34]=2)=[CH:29][CH:28]=1. Product: [F:12][C:10]1[CH:9]=[C:8]([F:13])[CH:7]=[C:6]2[C:11]=1[C:2]([NH:39][C:38]1[C:33]([C:30]3[CH:31]=[N:32][C:27]([O:26][CH3:25])=[CH:28][CH:29]=3)=[N:34][CH:35]=[C:36]([N:40]3[CH2:41][CH2:42][O:43][CH2:44][CH2:45]3)[CH:37]=1)=[C:3]([CH3:24])[C:4]([C:14]1[CH:19]=[CH:18][CH:17]=[CH:16][C:15]=1[S:20]([CH3:23])(=[O:22])=[O:21])=[N:5]2. The catalyst class is: 11. (4) Reactant: [OH2:1].I([O-])(=O)(=O)=O.[Na+].[F:8][C:9]1[CH:14]=[CH:13][C:12]([C:15]2[C:16]([C:20]3[CH:25]=[CH:24][CH:23]=[C:22]([CH3:26])[N:21]=3)=[N:17][NH:18][CH:19]=2)=[CH:11][C:10]=1[C:27]1[N:28]=[C:29]2[N:33]([CH:34]=1)[CH2:32][CH2:31][S:30]2=[O:35]. Product: [F:8][C:9]1[CH:14]=[CH:13][C:12]([C:15]2[C:16]([C:20]3[CH:25]=[CH:24][CH:23]=[C:22]([CH3:26])[N:21]=3)=[N:17][NH:18][CH:19]=2)=[CH:11][C:10]=1[C:27]1[N:28]=[C:29]2[N:33]([CH:34]=1)[CH2:32][CH2:31][S:30]2(=[O:1])=[O:35]. The catalyst class is: 5. (5) Reactant: [CH2:1]([O:8][C:9]1[CH:14]=[CH:13][C:12]([C:15]([C:20]2[CH:33]=[CH:32][C:23]([O:24][CH2:25][C:26]([OH:31])([CH2:29][CH3:30])[CH2:27][CH3:28])=[C:22]([CH3:34])[CH:21]=2)([CH2:18][CH3:19])[CH2:16][CH3:17])=[CH:11][C:10]=1[CH3:35])[C:2]1[CH:7]=[CH:6][CH:5]=[CH:4][CH:3]=1.CCN(CC)CC.[CH3:43][C:44](OC(C)=O)=[O:45]. Product: [CH2:1]([O:8][C:9]1[CH:14]=[CH:13][C:12]([C:15]([C:20]2[CH:33]=[CH:32][C:23]([O:24][CH2:25][C:26]([O:31][C:44](=[O:45])[CH3:43])([CH2:27][CH3:28])[CH2:29][CH3:30])=[C:22]([CH3:34])[CH:21]=2)([CH2:16][CH3:17])[CH2:18][CH3:19])=[CH:11][C:10]=1[CH3:35])[C:2]1[CH:3]=[CH:4][CH:5]=[CH:6][CH:7]=1. The catalyst class is: 25.